From a dataset of Full USPTO retrosynthesis dataset with 1.9M reactions from patents (1976-2016). Predict the reactants needed to synthesize the given product. (1) Given the product [Br:8][C:6]1[CH:7]=[C:2]([N:15]2[CH2:20][CH2:19][O:18][CH2:17][CH2:16]2)[CH:3]=[N:4][CH:5]=1, predict the reactants needed to synthesize it. The reactants are: Br[C:2]1[CH:3]=[N:4][CH:5]=[C:6]([Br:8])[CH:7]=1.O1CCOCC1.[NH:15]1[CH2:20][CH2:19][O:18][CH2:17][CH2:16]1.CC(C)([O-])C.[Na+]. (2) Given the product [Cl:3][C:4]1[CH:9]=[CH:8][CH:7]=[C:6]([Cl:10])[C:5]=1[C:11]1[CH:16]=[C:15]([F:17])[CH:14]=[C:13]([O:18][CH2:26][C@H:25]2[CH2:31][O:36]2)[C:12]=1[O:19][CH3:20], predict the reactants needed to synthesize it. The reactants are: [H-].[Na+].[Cl:3][C:4]1[CH:9]=[CH:8][CH:7]=[C:6]([Cl:10])[C:5]=1[C:11]1[CH:16]=[C:15]([F:17])[CH:14]=[C:13]([OH:18])[C:12]=1[O:19][CH3:20].S([C:25]1[CH:31]=CC(C)=C[CH:26]=1)([O-])(=O)=O.CN(C=[O:36])C. (3) Given the product [Br:1][C:2]1[CH:3]=[CH:4][C:5]([CH2:10][CH2:11][C:12]2[CH:17]=[CH:16][CH:15]=[CH:14][CH:13]=2)=[C:6]([CH:9]=1)[CH2:7][NH:18][C:19]1[CH:20]=[CH:21][C:22]([C:23]([O:25][CH3:26])=[O:24])=[CH:27][CH:28]=1, predict the reactants needed to synthesize it. The reactants are: [Br:1][C:2]1[CH:3]=[CH:4][C:5]([CH2:10][CH2:11][C:12]2[CH:17]=[CH:16][CH:15]=[CH:14][CH:13]=2)=[C:6]([CH:9]=1)[CH:7]=O.[NH2:18][C:19]1[CH:28]=[CH:27][C:22]([C:23]([O:25][CH3:26])=[O:24])=[CH:21][CH:20]=1. (4) Given the product [F:1][C:2]1[CH:3]=[C:4]([N:9]2[C:13]([CH3:14])([CH3:15])[C:12](=[O:16])[N:11]([C:17]3[CH:24]=[CH:23][C:20]([C:21]#[N:22])=[C:19]([C:25]([F:26])([F:27])[F:28])[CH:18]=3)[C:10]2=[S:29])[CH:5]=[CH:6][C:7]=1[O:8][CH2:43][CH2:42][OH:44], predict the reactants needed to synthesize it. The reactants are: [F:1][C:2]1[CH:3]=[C:4]([N:9]2[C:13]([CH3:15])([CH3:14])[C:12](=[O:16])[N:11]([C:17]3[CH:24]=[CH:23][C:20]([C:21]#[N:22])=[C:19]([C:25]([F:28])([F:27])[F:26])[CH:18]=3)[C:10]2=[S:29])[CH:5]=[CH:6][C:7]=1[OH:8].C(=O)([O-])[O-].[K+].[K+].CN(C)C=O.Br[CH:42]([OH:44])[CH3:43]. (5) Given the product [OH:13][CH2:12][CH2:11][N:10]1[C:3]2[C:4]([C:5]#[N:6])=[CH:7][CH:8]=[CH:9][C:2]=2[N:1]=[CH:15]1, predict the reactants needed to synthesize it. The reactants are: [NH2:1][C:2]1[C:3]([NH:10][CH2:11][CH2:12][OH:13])=[C:4]([CH:7]=[CH:8][CH:9]=1)[C:5]#[N:6].Cl.[CH:15](O)=O. (6) Given the product [CH2:12]([C:15]1[CH:20]=[CH:19][C:18]([C:8]2([OH:11])[CH2:7][CH2:6][C:5]3([O:4][CH2:3][CH2:2][O:1]3)[CH2:10][CH2:9]2)=[CH:17][CH:16]=1)[CH2:13][CH3:14], predict the reactants needed to synthesize it. The reactants are: [O:1]1[C:5]2([CH2:10][CH2:9][C:8](=[O:11])[CH2:7][CH2:6]2)[O:4][CH2:3][CH2:2]1.[CH2:12]([C:15]1[CH:20]=[CH:19][C:18]([Mg]Br)=[CH:17][CH:16]=1)[CH2:13][CH3:14].